Dataset: Full USPTO retrosynthesis dataset with 1.9M reactions from patents (1976-2016). Task: Predict the reactants needed to synthesize the given product. (1) Given the product [CH2:1]([C@H:8]1[CH2:9][N:10]([CH2:14][C:15]2[CH:16]=[CH:17][C:18]([Br:21])=[CH:19][CH:20]=2)[CH2:11][CH2:12][N:13]1[CH3:24])[C:2]1[CH:3]=[CH:4][CH:5]=[CH:6][CH:7]=1, predict the reactants needed to synthesize it. The reactants are: [CH2:1]([C@@H:8]1[NH:13][CH2:12][CH2:11][N:10]([CH2:14][C:15]2[CH:20]=[CH:19][C:18]([Br:21])=[CH:17][CH:16]=2)[CH2:9]1)[C:2]1[CH:7]=[CH:6][CH:5]=[CH:4][CH:3]=1.C=O.[C:24](O)(=O)C.C(O[BH-](OC(=O)C)OC(=O)C)(=O)C.[Na+]. (2) Given the product [NH2:1][C:4]1[CH:5]=[C:6]2[C:10](=[CH:11][CH:12]=1)[N:9]([CH:13]1[CH2:18][CH2:17][N:16]([C:19]([O:21][C:22]([CH3:25])([CH3:24])[CH3:23])=[O:20])[CH2:15][CH2:14]1)[CH:8]=[CH:7]2, predict the reactants needed to synthesize it. The reactants are: [N+:1]([C:4]1[CH:5]=[C:6]2[C:10](=[CH:11][CH:12]=1)[N:9]([CH:13]1[CH2:18][CH2:17][N:16]([C:19]([O:21][C:22]([CH3:25])([CH3:24])[CH3:23])=[O:20])[CH2:15][CH2:14]1)[CH:8]=[CH:7]2)([O-])=O. (3) Given the product [NH:8]1[CH2:13][CH2:12][CH:11]([C:14]2[CH:15]=[CH:16][C:17]([NH:20][C:21]([C:23]3[N:24]=[C:25]([C:32]4[CH:37]=[CH:36][CH:35]=[CH:34][CH:33]=4)[O:26][C:27]=3[C:28]([F:29])([F:30])[F:31])=[O:22])=[CH:18][CH:19]=2)[CH2:10][CH2:9]1, predict the reactants needed to synthesize it. The reactants are: C(OC([N:8]1[CH2:13][CH2:12][CH:11]([C:14]2[CH:19]=[CH:18][C:17]([NH:20][C:21]([C:23]3[N:24]=[C:25]([C:32]4[CH:37]=[CH:36][CH:35]=[CH:34][CH:33]=4)[O:26][C:27]=3[C:28]([F:31])([F:30])[F:29])=[O:22])=[CH:16][CH:15]=2)[CH2:10][CH2:9]1)=O)(C)(C)C. (4) Given the product [Br:26][CH2:25][C:22]1[CH:21]=[CH:20][C:19]([C:14]2[CH:15]=[CH:16][CH:17]=[CH:18][C:13]=2[C:8]2[N:7]([CH2:6][O:5][CH2:4][CH2:3][O:2][CH3:1])[C:11](=[O:12])[O:10][N:9]=2)=[CH:24][CH:23]=1, predict the reactants needed to synthesize it. The reactants are: [CH3:1][O:2][CH2:3][CH2:4][O:5][CH2:6][N:7]1[C:11](=[O:12])[O:10][N:9]=[C:8]1[C:13]1[CH:18]=[CH:17][CH:16]=[CH:15][C:14]=1[C:19]1[CH:24]=[CH:23][C:22]([CH3:25])=[CH:21][CH:20]=1.[Br:26]N1C(=O)CCC1=O.N(C(C)(C)C#N)=NC(C)(C)C#N.